This data is from Forward reaction prediction with 1.9M reactions from USPTO patents (1976-2016). The task is: Predict the product of the given reaction. Given the reactants [CH2:1]([C:3]1[CH:8]=[CH:7][C:6]([F:9])=[CH:5][CH:4]=1)[CH3:2].CN(CCN(CCN(C)C)C)C.[Li]CCCC.B(OC)(OC)[O:28]C, predict the reaction product. The product is: [CH2:1]([C:3]1[CH:4]=[CH:5][C:6]([F:9])=[C:7]([OH:28])[CH:8]=1)[CH3:2].